From a dataset of Full USPTO retrosynthesis dataset with 1.9M reactions from patents (1976-2016). Predict the reactants needed to synthesize the given product. (1) Given the product [Cl:17][C:16]1[C:11]([NH:4][C:3]2[CH:5]=[CH:6][C:7]([F:9])=[CH:8][C:2]=2[F:1])=[N:12][CH:13]=[N:14][CH:15]=1, predict the reactants needed to synthesize it. The reactants are: [F:1][C:2]1[CH:8]=[C:7]([F:9])[CH:6]=[CH:5][C:3]=1[NH2:4].Cl[C:11]1[C:16]([Cl:17])=[CH:15][N:14]=[CH:13][N:12]=1.C(=O)([O-])[O-].[Cs+].[Cs+]. (2) Given the product [Cl:1][C:2]1[CH:3]=[C:4]([C:11]([CH3:32])([CH3:31])[CH2:12][C:13]([CH2:14][C:15]2[NH:23][C:22]3[C:17](=[N:18][C:19]([CH2:24][N:37]4[CH2:42][CH2:41][O:40][CH2:39][CH2:38]4)=[CH:20][CH:21]=3)[CH:16]=2)([OH:30])[C:26]([F:29])([F:27])[F:28])[C:5]2[O:9][CH2:8][CH2:7][C:6]=2[CH:10]=1, predict the reactants needed to synthesize it. The reactants are: [Cl:1][C:2]1[CH:3]=[C:4]([C:11]([CH3:32])([CH3:31])[CH2:12][C:13]([OH:30])([C:26]([F:29])([F:28])[F:27])[CH2:14][C:15]2[NH:23][C:22]3[C:17](=[N:18][C:19]([CH:24]=O)=[CH:20][CH:21]=3)[CH:16]=2)[C:5]2[O:9][CH2:8][CH2:7][C:6]=2[CH:10]=1.C(O)(=O)C.[NH:37]1[CH2:42][CH2:41][O:40][CH2:39][CH2:38]1. (3) Given the product [CH:1]1[C:14]2[CH2:13][C:12]3[C:7](=[CH:8][CH:9]=[CH:10][CH:11]=3)[S:6][C:5]=2[CH:4]=[CH:3][CH:2]=1, predict the reactants needed to synthesize it. The reactants are: [CH:1]1[C:14]2[C:13](=O)[C:12]3[C:7](=[CH:8][CH:9]=[CH:10][CH:11]=3)[S:6][C:5]=2[CH:4]=[CH:3][CH:2]=1.[H-].[H-].[H-].[H-].[Li+].[Al+3].CCOCC.O. (4) The reactants are: [F:1][C:2]1[CH:3]=[C:4]([C:10]2[CH:19]=[CH:18][C:17]3[C:12](=[CH:13][CH:14]=[CH:15][CH:16]=3)[CH:11]=2)[CH:5]=[CH:6][C:7]=1[O:8]C.B(Br)(Br)Br. Given the product [F:1][C:2]1[CH:3]=[C:4]([C:10]2[CH:19]=[CH:18][C:17]3[C:12](=[CH:13][CH:14]=[CH:15][CH:16]=3)[CH:11]=2)[CH:5]=[CH:6][C:7]=1[OH:8], predict the reactants needed to synthesize it. (5) Given the product [CH3:26][C:15]1[CH:16]=[CH:17][C:18]([C:20]2[N:24]=[C:23]([CH3:25])[O:22][N:21]=2)=[CH:19][C:14]=1[NH:13][C:11]([C:8]1[N:6]2[CH:7]=[C:2]([B:30]([OH:31])[OH:29])[CH:3]=[CH:4][C:5]2=[N:10][CH:9]=1)=[O:12], predict the reactants needed to synthesize it. The reactants are: Br[C:2]1[CH:3]=[CH:4][C:5]2[N:6]([C:8]([C:11]([NH:13][C:14]3[CH:19]=[C:18]([C:20]4[N:24]=[C:23]([CH3:25])[O:22][N:21]=4)[CH:17]=[CH:16][C:15]=3[CH3:26])=[O:12])=[CH:9][N:10]=2)[CH:7]=1.CC1(C)C(C)(C)[O:31][B:30](B2OC(C)(C)C(C)(C)O2)[O:29]1.C([O-])(=O)C.[K+]. (6) Given the product [CH:1]1([N:6]2[CH2:7][CH2:8][N:9]([C:13]3[N:14]=[N:15][C:16]([C:19]4[CH:24]=[CH:23][C:22]([O:25][CH3:26])=[C:21]([O:27][CH3:28])[CH:20]=4)=[CH:17][CH:18]=3)[CH2:10][CH2:11]2)[CH2:2][CH2:3][CH2:4][CH2:5]1, predict the reactants needed to synthesize it. The reactants are: [CH:1]1([N:6]2[CH2:11][CH2:10][NH:9][CH2:8][CH2:7]2)[CH2:5][CH2:4][CH2:3][CH2:2]1.Cl[C:13]1[N:14]=[N:15][C:16]([C:19]2[CH:24]=[CH:23][C:22]([O:25][CH3:26])=[C:21]([O:27][CH3:28])[CH:20]=2)=[CH:17][CH:18]=1. (7) Given the product [NH2:1][C:2]1[C:10]2[C:5](=[CH:6][C:7]([C:11]3[S:12][C:13]4[C:19]([C:20]5[CH:21]=[CH:22][C:23]([Cl:26])=[CH:24][CH:25]=5)=[C:18]([C@H:27]([O:33][C:34]([CH3:35])([CH3:36])[CH3:37])[C:28]([OH:30])=[O:29])[C:17]([CH3:38])=[CH:16][C:14]=4[N:15]=3)=[CH:8][CH:9]=2)[N:4]([CH3:39])[N:3]=1, predict the reactants needed to synthesize it. The reactants are: [NH2:1][C:2]1[C:10]2[C:5](=[CH:6][C:7]([C:11]3[S:12][C:13]4[C:19]([C:20]5[CH:25]=[CH:24][C:23]([Cl:26])=[CH:22][CH:21]=5)=[C:18]([C@H:27]([O:33][C:34]([CH3:37])([CH3:36])[CH3:35])[C:28]([O:30]CC)=[O:29])[C:17]([CH3:38])=[CH:16][C:14]=4[N:15]=3)=[CH:8][CH:9]=2)[N:4]([CH3:39])[N:3]=1.C1COCC1.[OH-].[Na+]. (8) The reactants are: [CH:1]1[C:13]2[N:12]([C:14]3[CH:15]=[C:16]([N:20]([C:28]4[CH:33]=[CH:32][CH:31]=[CH:30][C:29]=4Br)[C:21]4[CH:26]=[CH:25][CH:24]=[CH:23][C:22]=4Br)[CH:17]=[CH:18][CH:19]=3)[C:11]3[C:6](=[CH:7][CH:8]=[CH:9][CH:10]=3)[C:5]=2[CH:4]=[CH:3][CH:2]=1.C([Li])CCC.Cl[Si:41](Cl)([C:48]1[CH:53]=[CH:52][CH:51]=[CH:50][CH:49]=1)[C:42]1[CH:47]=[CH:46][CH:45]=[CH:44][CH:43]=1. Given the product [CH:1]1[C:13]2[N:12]([C:14]3[CH:15]=[C:16]([N:20]4[C:28]5[CH:33]=[CH:32][CH:31]=[CH:30][C:29]=5[Si:41]([C:48]5[CH:49]=[CH:50][CH:51]=[CH:52][CH:53]=5)([C:42]5[CH:47]=[CH:46][CH:45]=[CH:44][CH:43]=5)[C:22]5[CH:23]=[CH:24][CH:25]=[CH:26][C:21]4=5)[CH:17]=[CH:18][CH:19]=3)[C:11]3[C:6](=[CH:7][CH:8]=[CH:9][CH:10]=3)[C:5]=2[CH:4]=[CH:3][CH:2]=1, predict the reactants needed to synthesize it. (9) Given the product [Br:9][C:10]1[C:11]([F:17])=[N:12][CH:13]=[C:14]([CH2:16][Br:1])[CH:15]=1, predict the reactants needed to synthesize it. The reactants are: [Br:1]N1C(=O)CCC1=O.[Br:9][C:10]1[C:11]([F:17])=[N:12][CH:13]=[C:14]([CH3:16])[CH:15]=1. (10) Given the product [F:1][C:2]1[CH:10]=[C:9]2[C:5]([C:6]([C:18]3[CH:19]=[CH:20][C:21]4[S:25](=[O:27])(=[O:26])[N:24]([CH:28]5[CH2:29][NH:30][C:31](=[O:33])[CH2:32]5)[CH:23]([CH3:34])[C:22]=4[CH:35]=3)=[CH:7][NH:8]2)=[CH:4][CH:3]=1, predict the reactants needed to synthesize it. The reactants are: [F:1][C:2]1[CH:10]=[C:9]2[C:5]([C:6]([C:18]3[CH:19]=[CH:20][C:21]4[S:25](=[O:27])(=[O:26])[N:24]([CH:28]5[CH2:32][C:31](=[O:33])[NH:30][CH2:29]5)[CH:23]([CH3:34])[C:22]=4[CH:35]=3)=[CH:7][N:8]2C(OC(C)(C)C)=O)=[CH:4][CH:3]=1.C(O)(C(F)(F)F)=O.